From a dataset of Orexin1 receptor HTS with 218,158 compounds and 233 confirmed actives. Binary Classification. Given a drug SMILES string, predict its activity (active/inactive) in a high-throughput screening assay against a specified biological target. (1) The molecule is S(Cc1noc(c1C(=O)NCc1ccccc1)C(=O)NCc1ccccc1)c1cc(cc(c1)C)C. The result is 0 (inactive). (2) The molecule is S(=O)(=O)(n1c2c(C(NC(=O)CCc3ccccc3)C(OCc3ccccc3)C2)c2c1cccc2)c1ccccc1. The result is 0 (inactive). (3) The molecule is s1c(nc(c2ccc(cc2)C)c1)Cn1nc(c2c(c1=O)cccc2)CC(OCC)=O. The result is 0 (inactive). (4) The molecule is S(c1n(c2c(n1)cccc2)C)CC(=O)N\N=C\c1cc(OC)c(OC)c(OC)c1. The result is 0 (inactive). (5) The compound is Fc1ccc(C(=O)Nc2n(ncc2C(=O)NCc2occc2)c2ccccc2)cc1. The result is 0 (inactive). (6) The drug is OC(CN1CCN(CC1)c1ccc(cc1)C(=O)C)COCc1occc1. The result is 0 (inactive).